Dataset: Experimentally validated miRNA-target interactions with 360,000+ pairs, plus equal number of negative samples. Task: Binary Classification. Given a miRNA mature sequence and a target amino acid sequence, predict their likelihood of interaction. Result: 1 (interaction). The miRNA is hsa-miR-6855-3p with sequence AGACUGACCUUCAACCCCACAG. The protein sequence of the target gene is MDAAEVEFLAEKELVTIIPNFSLDKIYLIGGDLGPFNPGLPVEVPLWLAINLKQRQKCRLLPPEWMDVEKLEKMRDHERKEETFTPMPSPYYMELTKLLLNHASDNIPKADEIRTLVKDMWDTRIAKLRVSADSFVRQQEAHAKLDNLTLMEINTSGTFLTQALNHMYKLRTNLQPLESTQSQDF.